Dataset: HIV replication inhibition screening data with 41,000+ compounds from the AIDS Antiviral Screen. Task: Binary Classification. Given a drug SMILES string, predict its activity (active/inactive) in a high-throughput screening assay against a specified biological target. (1) The compound is Cn1c(=O)c(C(=O)Nc2nc(C34CC5CC(CC(C5)C3)C4)cs2)c(O)c2ccccc21. The result is 0 (inactive). (2) The drug is COc1cccc(CCCNC(=O)Cc2cc(OC)c(OC)cc2CO)c1. The result is 0 (inactive). (3) The drug is COc1cccc2c1[OH+][Zn-2]1(O)[S+]=C(Nc3ccccc3)[N-][N+]1=C2. The result is 0 (inactive). (4) The compound is CSC(SC)=C(C(=O)O)P(=O)(O)O. The result is 0 (inactive). (5) The compound is CCOc1ccc(Nc2nc(N)nc(N)c2N=O)cc1. The result is 0 (inactive). (6) The drug is COC(=O)c1ccccc1CC(Cc1ccc2c(c1)CCC2)C(=O)OC. The result is 0 (inactive). (7) The drug is COC(=O)C(=O)C(C#N)c1cccc(O)c1C(=O)OC. The result is 0 (inactive). (8) The molecule is COc1ccc(C=C(NC(=O)c2ccccc2)C(=O)NN(C)c2ccnc3cc(Cl)ccc23)cc1OC. The result is 0 (inactive). (9) The compound is CCOC(=O)NN(C(=O)OCC)C(=C(c1ccccc1)N1CCOCC1)N(NC(=O)OCC)C(=O)OCC. The result is 0 (inactive).